From a dataset of Reaction yield outcomes from USPTO patents with 853,638 reactions. Predict the reaction yield, written as a fraction of the theoretical maximum amount of product (1.0 means a 100% yield; for example, 0.34 means a 34% yield). (1) The catalyst is C1C=CC([P]([Pd]([P](C2C=CC=CC=2)(C2C=CC=CC=2)C2C=CC=CC=2)([P](C2C=CC=CC=2)(C2C=CC=CC=2)C2C=CC=CC=2)[P](C2C=CC=CC=2)(C2C=CC=CC=2)C2C=CC=CC=2)(C2C=CC=CC=2)C2C=CC=CC=2)=CC=1. The product is [CH3:33][O:32][C:31]1[CH:9]=[CH:10][C:2]([C:2]2[C:10]3[C:5](=[N:6][CH:7]=[CH:8][CH:9]=3)[N:4]([S:11]([C:14]3[CH:19]=[CH:18][C:17]([CH3:20])=[CH:16][CH:15]=3)(=[O:13])=[O:12])[CH:3]=2)=[CH:3][C:30]=1[CH:21]=[O:24]. The reactants are Br[C:2]1[C:10]2[C:5](=[N:6][CH:7]=[CH:8][CH:9]=2)[N:4]([S:11]([C:14]2[CH:19]=[CH:18][C:17]([CH3:20])=[CH:16][CH:15]=2)(=[O:13])=[O:12])[CH:3]=1.[C:21](=[O:24])([O-])[O-].[Na+].[Na+].O.CO[CH2:30][CH2:31][O:32][CH3:33]. The yield is 0.480. (2) The reactants are [CH3:1][CH:2]([CH3:9])[CH2:3][CH2:4][NH:5][C:6]([NH2:8])=[S:7].Br[CH2:11][C:12]([C:14]1[CH:19]=[CH:18][C:17]([C:20]([F:23])([F:22])[F:21])=[CH:16][CH:15]=1)=O.C([O-])(=O)C.[Na+].O. The catalyst is C(O)C. The product is [CH3:1][CH:2]([CH3:9])[CH2:3][CH2:4][NH:5][C:6]1[S:7][CH:11]=[C:12]([C:14]2[CH:19]=[CH:18][C:17]([C:20]([F:21])([F:22])[F:23])=[CH:16][CH:15]=2)[N:8]=1. The yield is 0.270.